Dataset: Catalyst prediction with 721,799 reactions and 888 catalyst types from USPTO. Task: Predict which catalyst facilitates the given reaction. (1) Reactant: [NH2:1][C:2]1[N:7]=[CH:6][C:5]([C:8]2[CH:9]=[C:10]([NH2:19])[C:11]([NH:14][C:15]([CH3:18])([CH3:17])[CH3:16])=[CH:12][CH:13]=2)=[CH:4][N:3]=1.[CH3:20][N:21]1[C:25]([CH3:26])=[C:24]([C:27]2[CH:28]=[CH:29][C:30]([N:35]3[CH:39]=[N:38][CH:37]=[N:36]3)=[C:31]([CH:34]=2)[CH:32]=O)[CH:23]=[N:22]1.OOS([O-])=O.[K+].S([O-])([O-])(=O)=S.[Na+].[Na+]. Product: [C:15]([N:14]1[C:11]2[CH:12]=[CH:13][C:8]([C:5]3[CH:4]=[N:3][C:2]([NH2:1])=[N:7][CH:6]=3)=[CH:9][C:10]=2[N:19]=[C:32]1[C:31]1[CH:34]=[C:27]([C:24]2[CH:23]=[N:22][N:21]([CH3:20])[C:25]=2[CH3:26])[CH:28]=[CH:29][C:30]=1[N:35]1[CH:39]=[N:38][CH:37]=[N:36]1)([CH3:16])([CH3:18])[CH3:17]. The catalyst class is: 18. (2) The catalyst class is: 12. Reactant: [C:1]([O:5][C:6]([N:8]1[CH2:13][CH2:12][NH:11][CH2:10][C@@H:9]1[C:14]([O:16]CC)=[O:15])=[O:7])([CH3:4])([CH3:3])[CH3:2].[OH-].[Na+].Cl.C(=O)([O-])[O-].[Na+].[Na+].[CH3:28][S:29](Cl)(=[O:31])=[O:30]. Product: [C:1]([O:5][C:6]([N:8]1[CH2:13][CH2:12][N:11]([S:29]([CH3:28])(=[O:31])=[O:30])[CH2:10][C@@H:9]1[C:14]([OH:16])=[O:15])=[O:7])([CH3:4])([CH3:3])[CH3:2].